This data is from hERG potassium channel inhibition data for cardiac toxicity prediction from Karim et al.. The task is: Regression/Classification. Given a drug SMILES string, predict its toxicity properties. Task type varies by dataset: regression for continuous values (e.g., LD50, hERG inhibition percentage) or binary classification for toxic/non-toxic outcomes (e.g., AMES mutagenicity, cardiotoxicity, hepatotoxicity). Dataset: herg_karim. (1) The molecule is Cc1cc(C#N)nc2c(CCC34CCC(NCc5ccc6c(n5)NC(=O)CO6)(CC3)CO4)ccnc12. The result is 1 (blocker). (2) The drug is O=C([C@@H]1C[C@H]1c1ccc(C(F)(F)F)cc1)N1CCN(S(=O)(=O)c2cc(C(F)(F)F)cc(C(F)(F)CO)c2)CC1. The result is 1 (blocker). (3) The molecule is O=C(C1CCOC1)N1C[C@H]2[C@@H](CNc3nc(-c4ccccn4)cs3)[C@H]2C1. The result is 1 (blocker).